From a dataset of Forward reaction prediction with 1.9M reactions from USPTO patents (1976-2016). Predict the product of the given reaction. (1) Given the reactants [N:1]1[N:5]2[CH:6]=[CH:7][CH:8]=[N:9][C:4]2=[CH:3][C:2]=1[C:10]([OH:12])=O.Cl.[Cl:14][C:15]1[CH:16]=[C:17]([C:22]2[O:26][C:25]([CH2:27][CH2:28][NH2:29])=[CH:24][CH:23]=2)[CH:18]=[CH:19][C:20]=1[Cl:21], predict the reaction product. The product is: [Cl:14][C:15]1[CH:16]=[C:17]([C:22]2[O:26][C:25]([CH2:27][CH2:28][NH:29][C:10]([C:2]3[CH:3]=[C:4]4[N:9]=[CH:8][CH:7]=[CH:6][N:5]4[N:1]=3)=[O:12])=[CH:24][CH:23]=2)[CH:18]=[CH:19][C:20]=1[Cl:21]. (2) Given the reactants [C:1]([O:5][C:6](=[O:14])[NH:7][CH2:8][CH:9]1[CH2:13][CH2:12][NH:11][CH2:10]1)([CH3:4])([CH3:3])[CH3:2].Br[C:16]1[CH:21]=[CH:20][C:19]([C:22]([F:25])([F:24])[F:23])=[CH:18][CH:17]=1.CC(C)([O-])C.[Na+].C1C=CC(P(C2C=CC3C(=CC=CC=3)C=2C2C3C(=CC=CC=3)C=CC=2P(C2C=CC=CC=2)C2C=CC=CC=2)C2C=CC=CC=2)=CC=1, predict the reaction product. The product is: [C:1]([O:5][C:6](=[O:14])[NH:7][CH2:8][CH:9]1[CH2:13][CH2:12][N:11]([C:16]2[CH:21]=[CH:20][C:19]([C:22]([F:25])([F:24])[F:23])=[CH:18][CH:17]=2)[CH2:10]1)([CH3:4])([CH3:2])[CH3:3]. (3) Given the reactants C(OC([NH:8][C@@H:9]1[CH2:11][C@H:10]1[C:12]1[CH:17]=[CH:16][C:15]([NH:18][C:19](=[O:26])[O:20][CH2:21][C:22]([Cl:25])([Cl:24])[Cl:23])=[CH:14][CH:13]=1)=O)(C)(C)C, predict the reaction product. The product is: [ClH:23].[NH2:8][C@@H:9]1[CH2:11][C@H:10]1[C:12]1[CH:17]=[CH:16][C:15]([NH:18][C:19](=[O:26])[O:20][CH2:21][C:22]([Cl:24])([Cl:25])[Cl:23])=[CH:14][CH:13]=1. (4) Given the reactants C([N:3]([CH2:6]C)[CH2:4][CH3:5])C.[CH3:8][O:9][C:10]([C@@:12]1([CH3:22])[CH2:16]C[C@@H](C(O)=O)[C:13]1([CH3:21])[CH3:20])=[O:11].C1(P(N=[N+]=[N-])(C2C=CC=CC=2)=[O:30])C=CC=CC=1.[CH2:40]([OH:47])[C:41]1[CH:46]=[CH:45][CH:44]=[CH:43][CH:42]=1, predict the reaction product. The product is: [CH2:40]([O:47][C:6]([NH:3][C@@H:4]1[CH2:5][CH2:22][C@:12]([CH3:16])([C:10]([O:9][CH3:8])=[O:11])[C:13]1([CH3:20])[CH3:21])=[O:30])[C:41]1[CH:46]=[CH:45][CH:44]=[CH:43][CH:42]=1.